This data is from Reaction yield outcomes from USPTO patents with 853,638 reactions. The task is: Predict the reaction yield, written as a fraction of the theoretical maximum amount of product (1.0 means a 100% yield; for example, 0.34 means a 34% yield). (1) The reactants are [F:1][C:2]1[CH:15]=[CH:14][C:5]([O:6][C:7]2[CH:13]=[CH:12][C:10]([NH2:11])=[CH:9][CH:8]=2)=[CH:4][CH:3]=1.[C:16](N1C=CN=C1)(N1C=CN=C1)=S.[NH:28]([C:30](=[O:50])[C:31]([NH:33][C:34]1[CH:35]=[CH:36][C:37]([N:40]2[CH2:45][CH2:44][CH:43]([C:46]([O:48][CH3:49])=[O:47])[CH2:42][CH2:41]2)=[N:38][CH:39]=1)=[O:32])[NH2:29].CCN=C=NCCCN(C)C.Cl. The catalyst is CC(N(C)C)=O.O. The product is [F:1][C:2]1[CH:15]=[CH:14][C:5]([O:6][C:7]2[CH:13]=[CH:12][C:10]([NH:11][C:16]3[O:50][C:30]([C:31]([NH:33][C:34]4[CH:35]=[CH:36][C:37]([N:40]5[CH2:41][CH2:42][CH:43]([C:46]([O:48][CH3:49])=[O:47])[CH2:44][CH2:45]5)=[N:38][CH:39]=4)=[O:32])=[N:28][N:29]=3)=[CH:9][CH:8]=2)=[CH:4][CH:3]=1. The yield is 1.00. (2) The reactants are C(OC([N:8]1[CH2:13][CH2:12][NH:11][C@@H:10]([CH2:14][O:15][C:16]2[CH:21]=[CH:20][CH:19]=[CH:18][CH:17]=2)[CH2:9]1)=O)(C)(C)C.Cl. The catalyst is O1CCOCC1.CO. The product is [O:15]([CH2:14][C@H:10]1[CH2:9][NH:8][CH2:13][CH2:12][NH:11]1)[C:16]1[CH:21]=[CH:20][CH:19]=[CH:18][CH:17]=1. The yield is 0.910. (3) The reactants are C1(=O)O[CH2:4][CH2:3][O:2]1.[Cl:7][C:8]1[C:13]([C:14]2[NH:15][CH:16]=[C:17]([C:19]3[N:20]([CH:24]([CH3:26])[CH3:25])[N:21]=[CH:22][N:23]=3)[N:18]=2)=[CH:12][N:11]=[C:10]([O:27][CH3:28])[CH:9]=1. The catalyst is C(Cl)Cl. The product is [Cl:7][C:8]1[CH:9]=[C:10]([O:27][CH3:28])[N:11]=[CH:12][C:13]=1[C:14]1[N:15]([CH2:4][CH2:3][OH:2])[CH:16]=[C:17]([C:19]2[N:20]([CH:24]([CH3:25])[CH3:26])[N:21]=[CH:22][N:23]=2)[N:18]=1. The yield is 0.750. (4) The reactants are [CH2:1]([O:3][C:4]1[CH:9]=[CH:8][CH:7]=[CH:6][C:5]=1B(O)O)[CH3:2].[F-].[K+].[N+:15]([C:18]1[CH:23]=[C:22]([N+:24]([O-:26])=[O:25])[CH:21]=[CH:20][C:19]=1Br)([O-:17])=[O:16].C(P(C(C)(C)C)C(C)(C)C)(C)(C)C. The catalyst is C1COCC1.C1C=CC(/C=C/C(/C=C/C2C=CC=CC=2)=O)=CC=1.C1C=CC(/C=C/C(/C=C/C2C=CC=CC=2)=O)=CC=1.C1C=CC(/C=C/C(/C=C/C2C=CC=CC=2)=O)=CC=1.[Pd].[Pd]. The product is [CH2:1]([O:3][C:4]1[CH:9]=[CH:8][CH:7]=[CH:6][C:5]=1[C:19]1[CH:20]=[CH:21][C:22]([N+:24]([O-:26])=[O:25])=[CH:23][C:18]=1[N+:15]([O-:17])=[O:16])[CH3:2]. The yield is 0.820. (5) The reactants are Cl[C:2]1[N:7]=[CH:6][C:5]2[C:8]([N:14]3[CH2:20][C:16]4([CH2:19][O:18][CH2:17]4)[CH2:15]3)=[N:9][N:10]([CH:11]([CH3:13])[CH3:12])[C:4]=2[CH:3]=1.[CH:21]1([S:24]([N:27]2[CH:31]=[C:30]([C:32]3[N:37]=[C:36]([NH2:38])[CH:35]=[CH:34][N:33]=3)[CH:29]=[N:28]2)(=[O:26])=[O:25])[CH2:23][CH2:22]1.C(=O)([O-])[O-].[Cs+].[Cs+].C1(P(C2CCCCC2)C2C=CC=CC=2C2C(C(C)C)=CC(C(C)C)=CC=2C(C)C)CCCCC1. The catalyst is C1C=CC(/C=C/C(/C=C/C2C=CC=CC=2)=O)=CC=1.C1C=CC(/C=C/C(/C=C/C2C=CC=CC=2)=O)=CC=1.C1C=CC(/C=C/C(/C=C/C2C=CC=CC=2)=O)=CC=1.[Pd].[Pd].O1CCOCC1. The product is [CH:21]1([S:24]([N:27]2[CH:31]=[C:30]([C:32]3[N:37]=[C:36]([NH:38][C:2]4[N:7]=[CH:6][C:5]5[C:8]([N:14]6[CH2:20][C:16]7([CH2:19][O:18][CH2:17]7)[CH2:15]6)=[N:9][N:10]([CH:11]([CH3:13])[CH3:12])[C:4]=5[CH:3]=4)[CH:35]=[CH:34][N:33]=3)[CH:29]=[N:28]2)(=[O:25])=[O:26])[CH2:23][CH2:22]1. The yield is 0.0500. (6) The reactants are Br[CH2:2][C:3]1[CH:10]=[C:9]([F:11])[CH:8]=[CH:7][C:4]=1[C:5]#[N:6].[CH3:12][O-:13].[Na+]. The catalyst is CO. The product is [F:11][C:9]1[CH:8]=[CH:7][C:4]([C:5]#[N:6])=[C:3]([CH2:2][O:13][CH3:12])[CH:10]=1. The yield is 0.280. (7) The reactants are [BH-](OC(C)=O)(OC(C)=O)OC(C)=O.[Na+].[NH:15]1[CH2:19][CH2:18][CH2:17][CH2:16]1.[CH2:20]([O:22][C:23]1[CH:24]=[C:25]([CH:28]=[CH:29][C:30]=1[OH:31])[CH:26]=O)[CH3:21].[OH-].[Na+]. The catalyst is C(Cl)Cl.O. The product is [CH2:20]([O:22][C:23]1[CH:24]=[C:25]([CH2:26][N:15]2[CH2:19][CH2:18][CH2:17][CH2:16]2)[CH:28]=[CH:29][C:30]=1[OH:31])[CH3:21]. The yield is 0.730.